From a dataset of NCI-60 drug combinations with 297,098 pairs across 59 cell lines. Regression. Given two drug SMILES strings and cell line genomic features, predict the synergy score measuring deviation from expected non-interaction effect. Drug 1: C1CN1C2=NC(=NC(=N2)N3CC3)N4CC4. Drug 2: C1CCN(CC1)CCOC2=CC=C(C=C2)C(=O)C3=C(SC4=C3C=CC(=C4)O)C5=CC=C(C=C5)O. Cell line: OVCAR-5. Synergy scores: CSS=28.9, Synergy_ZIP=-11.7, Synergy_Bliss=-2.71, Synergy_Loewe=-1.64, Synergy_HSA=-1.26.